This data is from Full USPTO retrosynthesis dataset with 1.9M reactions from patents (1976-2016). The task is: Predict the reactants needed to synthesize the given product. (1) Given the product [N+:1]([C:4]1[CH:9]=[CH:8][C:7]([CH:10]([NH2:19])[CH3:11])=[CH:6][CH:5]=1)([O-:3])=[O:2], predict the reactants needed to synthesize it. The reactants are: [N+:1]([C:4]1[CH:9]=[CH:8][C:7]([C:10](=O)[CH3:11])=[CH:6][CH:5]=1)([O-:3])=[O:2].C([O-])(=O)C.[NH4+].C([BH3-])#[N:19].[Na+].Cl. (2) Given the product [CH2:7]([CH:9]1[C:14]2=[N:15][CH:16]=[CH:17][N:18]=[C:13]2[CH2:12][CH2:11][N:10]1[C:19]([O:4][C:2]([CH3:5])([CH3:3])[CH3:1])=[O:20])[CH3:8], predict the reactants needed to synthesize it. The reactants are: [CH3:1][C:2]([CH3:5])([O-:4])[CH3:3].[K+].[CH2:7]([CH:9]1[C:14]2=[N:15][CH:16]=[CH:17][N:18]=[C:13]2[CH2:12][CH2:11][N:10]1[C:19](OC1C=CC=CC=1)=[O:20])[CH3:8]. (3) The reactants are: [C:1]([O:5][C:6](=[O:40])[N:7]([C@H:9]([C:11](=[O:39])[NH:12][C@@H:13]1[C:19](=[O:20])[N:18]([CH2:21][C:22]2[C:31]3[C:26](=[CH:27][C:28]([Br:32])=[CH:29][CH:30]=3)[CH:25]=[CH:24][C:23]=2[O:33][CH3:34])[C:17]2[CH:35]=[CH:36][CH:37]=[CH:38][C:16]=2[NH:15][CH2:14]1)[CH3:10])[CH3:8])([CH3:4])([CH3:3])[CH3:2].[N:41]1[CH:46]=[C:45]([C:47]([OH:49])=O)[N:44]=[CH:43][C:42]=1[C:50]([OH:52])=O.O=P(Cl)(Cl)Cl. Given the product [Br:32][C:28]1[CH:27]=[C:26]2[C:31](=[CH:30][CH:29]=1)[C:22]([CH2:21][N:18]1[C:17]3[CH:35]=[CH:36][CH:37]=[CH:38][C:16]=3[N:15]([C:47]([C:45]3[CH:46]=[N:41][C:42]([C:50]([N:15]4[C:16]5[CH:38]=[CH:37][CH:36]=[CH:35][C:17]=5[N:18]([CH2:21][C:22]5[C:31]6[C:26](=[CH:27][C:28]([Br:32])=[CH:29][CH:30]=6)[CH:25]=[CH:24][C:23]=5[O:33][CH3:34])[C:19](=[O:20])[C@@H:13]([NH:12][C:11](=[O:39])[C@@H:9]([N:7]([C:6]([O:5][C:1]([CH3:4])([CH3:3])[CH3:2])=[O:40])[CH3:8])[CH3:10])[CH2:14]4)=[O:52])=[CH:43][N:44]=3)=[O:49])[CH2:14][C@H:13]([NH:12][C:11](=[O:39])[C@@H:9]([N:7]([CH3:8])[C:6](=[O:40])[O:5][C:1]([CH3:2])([CH3:3])[CH3:4])[CH3:10])[C:19]1=[O:20])=[C:23]([O:33][CH3:34])[CH:24]=[CH:25]2, predict the reactants needed to synthesize it. (4) Given the product [CH2:35]([O:34][C:32](=[O:33])[C@H:24]([CH2:25][CH2:26][C:27]([O:29][CH2:30][CH3:31])=[O:28])[NH:23][C:17](=[O:19])[C:16]1[CH:20]=[CH:21][C:13]([CH2:12][CH2:11][C:10]2[C:5]3[C:4](=[O:22])[N:3]=[C:2]([NH2:1])[NH:7][C:6]=3[NH:8][CH:9]=2)=[CH:14][CH:15]=1)[CH3:36], predict the reactants needed to synthesize it. The reactants are: [NH2:1][C:2]1[NH:7][C:6]2[NH:8][CH:9]=[C:10]([CH2:11][CH2:12][C:13]3[CH:21]=[CH:20][C:16]([C:17]([OH:19])=O)=[CH:15][CH:14]=3)[C:5]=2[C:4](=[O:22])[N:3]=1.[NH2:23][C@H:24]([C:32]([O:34][CH2:35][CH3:36])=[O:33])[CH2:25][CH2:26][C:27]([O:29][CH2:30][CH3:31])=[O:28]. (5) Given the product [C:1]([O:5][C:6](=[O:34])[C:7]1[CH:12]=[CH:11][C:10]([C:13]2[CH2:14][C@:15]([C:24]3[CH:29]=[C:28]([Cl:30])[CH:27]=[C:26]([Cl:31])[CH:25]=3)([C:16]([F:19])([F:18])[F:17])[CH2:20][N:21]=2)=[CH:9][C:8]=1[CH3:33])([CH3:4])([CH3:3])[CH3:2], predict the reactants needed to synthesize it. The reactants are: [C:1]([O:5][C:6](=[O:34])[C:7]1[CH:12]=[CH:11][C:10]([C:13](=O)[CH2:14][C@@:15]([C:24]2[CH:29]=[C:28]([Cl:30])[CH:27]=[C:26]([Cl:31])[CH:25]=2)([CH2:20][N+:21]([O-])=O)[C:16]([F:19])([F:18])[F:17])=[CH:9][C:8]=1[CH3:33])([CH3:4])([CH3:3])[CH3:2]. (6) The reactants are: [CH2:1]([C:4]1[S:29][C:7]2[N:8]=[C:9]([O:25][CH2:26][CH2:27][NH2:28])[N:10]=[C:11]([N:12]3[CH2:17][CH2:16][N:15]4[C:18]([C:21]([F:24])([F:23])[F:22])=[N:19][N:20]=[C:14]4[CH2:13]3)[C:6]=2[CH:5]=1)[CH2:2][CH3:3].[CH3:30][S:31]([CH2:34][C:35](O)=[O:36])(=[O:33])=[O:32]. Given the product [CH3:30][S:31]([CH2:34][C:35]([NH:28][CH2:27][CH2:26][O:25][C:9]1[N:10]=[C:11]([N:12]2[CH2:17][CH2:16][N:15]3[C:18]([C:21]([F:22])([F:24])[F:23])=[N:19][N:20]=[C:14]3[CH2:13]2)[C:6]2[CH:5]=[C:4]([CH2:1][CH2:2][CH3:3])[S:29][C:7]=2[N:8]=1)=[O:36])(=[O:33])=[O:32], predict the reactants needed to synthesize it. (7) Given the product [C:9]1([C:12]2[CH:17]=[CH:16][CH:15]=[CH:14][CH:13]=2)[CH:8]=[CH:7][C:6]([CH2:5][C@H:4]([NH:18][C:19]([C:21]2[C:30]([S:31][CH2:32][CH3:33])=[N:29][C:28]3[C:23](=[CH:24][CH:25]=[C:26]([O:34][C:35]4[CH:36]=[CH:37][C:38]([C:41]([CH3:42])([CH3:43])[CH3:44])=[CH:39][CH:40]=4)[CH:27]=3)[N:22]=2)=[O:20])[C:3]([OH:45])=[O:2])=[CH:11][CH:10]=1, predict the reactants needed to synthesize it. The reactants are: C[O:2][C:3](=[O:45])[C@@H:4]([NH:18][C:19]([C:21]1[C:30]([S:31][CH2:32][CH3:33])=[N:29][C:28]2[C:23](=[CH:24][CH:25]=[C:26]([O:34][C:35]3[CH:40]=[CH:39][C:38]([C:41]([CH3:44])([CH3:43])[CH3:42])=[CH:37][CH:36]=3)[CH:27]=2)[N:22]=1)=[O:20])[CH2:5][C:6]1[CH:11]=[CH:10][C:9]([C:12]2[CH:17]=[CH:16][CH:15]=[CH:14][CH:13]=2)=[CH:8][CH:7]=1.C(Cl)Cl. (8) Given the product [CH:34]([N:5]1[CH2:4][CH2:3][C:2]([C:8]([NH:10][C:11]2[CH:16]=[C:15]([O:17][CH:18]3[CH2:27][CH2:26][C:25]4[CH:24]=[C:23]([C:28]([O:30][CH3:31])=[O:29])[CH:22]=[CH:21][C:20]=4[CH2:19]3)[CH:14]=[CH:13][N:12]=2)=[O:9])([CH3:1])[CH2:7][CH2:6]1)([CH3:36])[CH3:33], predict the reactants needed to synthesize it. The reactants are: [CH3:1][C:2]1([C:8]([NH:10][C:11]2[CH:16]=[C:15]([O:17][CH:18]3[CH2:27][CH2:26][C:25]4[CH:24]=[C:23]([C:28]([O:30][CH3:31])=[O:29])[CH:22]=[CH:21][C:20]=4[CH2:19]3)[CH:14]=[CH:13][N:12]=2)=[O:9])[CH2:7][CH2:6][NH:5][CH2:4][CH2:3]1.Cl.[CH3:33][C:34]([CH3:36])=O.C(O[BH-](OC(=O)C)OC(=O)C)(=O)C.[Na+]. (9) The reactants are: [C:1]([C:5]1[CH:6]=[C:7]([O:12][CH3:13])[CH:8]=[CH:9][C:10]=1[OH:11])([CH3:4])([CH3:3])[CH3:2].[H-].[Na+].[CH3:16][C:17]([CH3:22])([CH3:21])[C:18](Cl)=[O:19]. Given the product [C:1]([C:5]1[CH:6]=[C:7]([O:12][CH3:13])[CH:8]=[CH:9][C:10]=1[O:11][C:18](=[O:19])[C:17]([CH3:22])([CH3:21])[CH3:16])([CH3:4])([CH3:2])[CH3:3], predict the reactants needed to synthesize it.